From a dataset of NCI-60 drug combinations with 297,098 pairs across 59 cell lines. Regression. Given two drug SMILES strings and cell line genomic features, predict the synergy score measuring deviation from expected non-interaction effect. (1) Drug 1: CCC1=C2CN3C(=CC4=C(C3=O)COC(=O)C4(CC)O)C2=NC5=C1C=C(C=C5)O. Drug 2: CC1C(C(CC(O1)OC2CC(CC3=C2C(=C4C(=C3O)C(=O)C5=C(C4=O)C(=CC=C5)OC)O)(C(=O)CO)O)N)O.Cl. Cell line: SNB-19. Synergy scores: CSS=40.2, Synergy_ZIP=-6.82, Synergy_Bliss=-7.14, Synergy_Loewe=-5.23, Synergy_HSA=-1.92. (2) Drug 1: C1CCN(CC1)CCOC2=CC=C(C=C2)C(=O)C3=C(SC4=C3C=CC(=C4)O)C5=CC=C(C=C5)O. Drug 2: CC1OCC2C(O1)C(C(C(O2)OC3C4COC(=O)C4C(C5=CC6=C(C=C35)OCO6)C7=CC(=C(C(=C7)OC)O)OC)O)O. Cell line: A498. Synergy scores: CSS=21.4, Synergy_ZIP=-0.452, Synergy_Bliss=-2.37, Synergy_Loewe=-3.15, Synergy_HSA=-1.05. (3) Drug 1: C1=C(C(=O)NC(=O)N1)F. Drug 2: CS(=O)(=O)CCNCC1=CC=C(O1)C2=CC3=C(C=C2)N=CN=C3NC4=CC(=C(C=C4)OCC5=CC(=CC=C5)F)Cl. Cell line: SF-295. Synergy scores: CSS=31.2, Synergy_ZIP=-0.430, Synergy_Bliss=-1.61, Synergy_Loewe=-2.41, Synergy_HSA=-1.27. (4) Drug 1: C1CN1P(=S)(N2CC2)N3CC3. Drug 2: CCCCC(=O)OCC(=O)C1(CC(C2=C(C1)C(=C3C(=C2O)C(=O)C4=C(C3=O)C=CC=C4OC)O)OC5CC(C(C(O5)C)O)NC(=O)C(F)(F)F)O. Cell line: CCRF-CEM. Synergy scores: CSS=54.2, Synergy_ZIP=-0.734, Synergy_Bliss=-2.08, Synergy_Loewe=-11.6, Synergy_HSA=-2.13. (5) Drug 1: C1=NC2=C(N1)C(=S)N=C(N2)N. Cell line: MDA-MB-231. Synergy scores: CSS=17.2, Synergy_ZIP=-9.09, Synergy_Bliss=-4.12, Synergy_Loewe=-3.42, Synergy_HSA=-2.29. Drug 2: C1CCC(C(C1)N)N.C(=O)(C(=O)[O-])[O-].[Pt+4]. (6) Drug 1: CC1CCC2CC(C(=CC=CC=CC(CC(C(=O)C(C(C(=CC(C(=O)CC(OC(=O)C3CCCCN3C(=O)C(=O)C1(O2)O)C(C)CC4CCC(C(C4)OC)O)C)C)O)OC)C)C)C)OC. Drug 2: CC1CCC2CC(C(=CC=CC=CC(CC(C(=O)C(C(C(=CC(C(=O)CC(OC(=O)C3CCCCN3C(=O)C(=O)C1(O2)O)C(C)CC4CCC(C(C4)OC)OCCO)C)C)O)OC)C)C)C)OC. Cell line: SF-295. Synergy scores: CSS=13.3, Synergy_ZIP=-10.1, Synergy_Bliss=-14.7, Synergy_Loewe=-21.8, Synergy_HSA=-14.0. (7) Drug 1: CC1=CC2C(CCC3(C2CCC3(C(=O)C)OC(=O)C)C)C4(C1=CC(=O)CC4)C. Drug 2: B(C(CC(C)C)NC(=O)C(CC1=CC=CC=C1)NC(=O)C2=NC=CN=C2)(O)O. Cell line: SN12C. Synergy scores: CSS=3.47, Synergy_ZIP=-1.94, Synergy_Bliss=-0.0663, Synergy_Loewe=-0.937, Synergy_HSA=1.82. (8) Synergy scores: CSS=2.97, Synergy_ZIP=-3.47, Synergy_Bliss=-5.35, Synergy_Loewe=-6.77, Synergy_HSA=-4.24. Drug 1: CC(CN1CC(=O)NC(=O)C1)N2CC(=O)NC(=O)C2. Drug 2: CC12CCC3C(C1CCC2O)C(CC4=C3C=CC(=C4)O)CCCCCCCCCS(=O)CCCC(C(F)(F)F)(F)F. Cell line: SK-OV-3. (9) Drug 1: CC1=C2C(C(=O)C3(C(CC4C(C3C(C(C2(C)C)(CC1OC(=O)C(C(C5=CC=CC=C5)NC(=O)OC(C)(C)C)O)O)OC(=O)C6=CC=CC=C6)(CO4)OC(=O)C)OC)C)OC. Drug 2: CCC1(C2=C(COC1=O)C(=O)N3CC4=CC5=C(C=CC(=C5CN(C)C)O)N=C4C3=C2)O.Cl. Cell line: KM12. Synergy scores: CSS=30.3, Synergy_ZIP=-7.67, Synergy_Bliss=-10.2, Synergy_Loewe=-9.64, Synergy_HSA=-7.31. (10) Drug 1: C1=CC(=C2C(=C1NCCNCCO)C(=O)C3=C(C=CC(=C3C2=O)O)O)NCCNCCO. Drug 2: N.N.Cl[Pt+2]Cl. Cell line: COLO 205. Synergy scores: CSS=15.4, Synergy_ZIP=-2.18, Synergy_Bliss=-17.4, Synergy_Loewe=-47.9, Synergy_HSA=-21.5.